Dataset: NCI-60 drug combinations with 297,098 pairs across 59 cell lines. Task: Regression. Given two drug SMILES strings and cell line genomic features, predict the synergy score measuring deviation from expected non-interaction effect. (1) Drug 1: CC1=CC=C(C=C1)C2=CC(=NN2C3=CC=C(C=C3)S(=O)(=O)N)C(F)(F)F. Drug 2: C1CC(=O)NC(=O)C1N2C(=O)C3=CC=CC=C3C2=O. Cell line: SNB-19. Synergy scores: CSS=-3.11, Synergy_ZIP=3.39, Synergy_Bliss=2.59, Synergy_Loewe=-2.06, Synergy_HSA=-2.51. (2) Drug 1: C1CC(C1)(C(=O)O)C(=O)O.[NH2-].[NH2-].[Pt+2]. Drug 2: CN1C(=O)N2C=NC(=C2N=N1)C(=O)N. Synergy scores: CSS=34.4, Synergy_ZIP=-7.17, Synergy_Bliss=-7.67, Synergy_Loewe=-4.46, Synergy_HSA=-3.88. Cell line: U251. (3) Drug 1: C1CN1P(=S)(N2CC2)N3CC3. Drug 2: CNC(=O)C1=NC=CC(=C1)OC2=CC=C(C=C2)NC(=O)NC3=CC(=C(C=C3)Cl)C(F)(F)F. Cell line: SN12C. Synergy scores: CSS=9.15, Synergy_ZIP=-5.61, Synergy_Bliss=-2.54, Synergy_Loewe=-22.6, Synergy_HSA=-5.95. (4) Drug 1: CC1CCC2CC(C(=CC=CC=CC(CC(C(=O)C(C(C(=CC(C(=O)CC(OC(=O)C3CCCCN3C(=O)C(=O)C1(O2)O)C(C)CC4CCC(C(C4)OC)O)C)C)O)OC)C)C)C)OC. Drug 2: C1C(C(OC1N2C=NC3=C2NC=NCC3O)CO)O. Cell line: NCI-H460. Synergy scores: CSS=13.9, Synergy_ZIP=-6.44, Synergy_Bliss=-2.24, Synergy_Loewe=-18.1, Synergy_HSA=-4.01. (5) Drug 1: CC1CCC2CC(C(=CC=CC=CC(CC(C(=O)C(C(C(=CC(C(=O)CC(OC(=O)C3CCCCN3C(=O)C(=O)C1(O2)O)C(C)CC4CCC(C(C4)OC)OCCO)C)C)O)OC)C)C)C)OC. Drug 2: CCN(CC)CCCC(C)NC1=C2C=C(C=CC2=NC3=C1C=CC(=C3)Cl)OC. Cell line: SK-MEL-28. Synergy scores: CSS=-0.523, Synergy_ZIP=-4.55, Synergy_Bliss=-5.14, Synergy_Loewe=-7.61, Synergy_HSA=-4.34. (6) Drug 1: CCCCC(=O)OCC(=O)C1(CC(C2=C(C1)C(=C3C(=C2O)C(=O)C4=C(C3=O)C=CC=C4OC)O)OC5CC(C(C(O5)C)O)NC(=O)C(F)(F)F)O. Drug 2: CS(=O)(=O)OCCCCOS(=O)(=O)C. Cell line: SK-MEL-5. Synergy scores: CSS=39.1, Synergy_ZIP=-2.54, Synergy_Bliss=-1.48, Synergy_Loewe=-28.8, Synergy_HSA=-0.383. (7) Drug 1: C1=CC(=CC=C1CCC2=CNC3=C2C(=O)NC(=N3)N)C(=O)NC(CCC(=O)O)C(=O)O. Drug 2: C1=CC=C(C=C1)NC(=O)CCCCCCC(=O)NO. Cell line: EKVX. Synergy scores: CSS=8.00, Synergy_ZIP=2.47, Synergy_Bliss=6.76, Synergy_Loewe=5.42, Synergy_HSA=4.92. (8) Drug 1: CC1CCC2CC(C(=CC=CC=CC(CC(C(=O)C(C(C(=CC(C(=O)CC(OC(=O)C3CCCCN3C(=O)C(=O)C1(O2)O)C(C)CC4CCC(C(C4)OC)OCCO)C)C)O)OC)C)C)C)OC. Drug 2: CN(CCCl)CCCl.Cl. Cell line: MCF7. Synergy scores: CSS=15.7, Synergy_ZIP=-7.60, Synergy_Bliss=-2.63, Synergy_Loewe=-9.39, Synergy_HSA=-2.41.